This data is from Reaction yield outcomes from USPTO patents with 853,638 reactions. The task is: Predict the reaction yield, written as a fraction of the theoretical maximum amount of product (1.0 means a 100% yield; for example, 0.34 means a 34% yield). (1) The reactants are [N-:1]=[N+:2]=[N-:3].[Na+].[Br:5][C:6]1[CH:13]=[CH:12][C:9]([CH2:10]Br)=[CH:8][C:7]=1[F:14]. The catalyst is CN(C=O)C. The product is [N:1]([CH2:10][C:9]1[CH:12]=[CH:13][C:6]([Br:5])=[C:7]([F:14])[CH:8]=1)=[N+:2]=[N-:3]. The yield is 0.960. (2) The reactants are [Cl:1][CH2:2][C:3]#[C:4][CH2:5][OH:6].[O:7]1[CH:12]=[CH:11][CH2:10][CH2:9][CH2:8]1.C1(C)C=CC(S([O-])(=O)=O)=CC=1.[NH+]1C=CC=CC=1. The catalyst is ClCCl.O. The product is [Cl:1][CH2:2][C:3]#[C:4][CH2:5][O:6][CH:8]1[CH2:9][CH2:10][CH2:11][CH2:12][O:7]1. The yield is 0.974. (3) The reactants are [H-].[Na+].[CH3:3][C:4]([O:7][C:8]([NH:10][C@H:11]([C:15]([OH:17])=[O:16])[CH2:12][CH2:13][OH:14])=[O:9])([CH3:6])[CH3:5].[CH2:18](Br)[CH:19]=[CH2:20]. The catalyst is CN(C=O)C. The product is [CH2:20]([O:14][CH2:13][CH2:12][C@H:11]([NH:10][C:8]([O:7][C:4]([CH3:3])([CH3:5])[CH3:6])=[O:9])[C:15]([OH:17])=[O:16])[CH:19]=[CH2:18]. The yield is 0.930. (4) The reactants are CS([C:5]1[N:10]=[C:9]([C:11]2[CH:12]=[C:13]([CH2:18][C:19]3[CH:24]=[CH:23][CH:22]=[CH:21][N:20]=3)[C:14]([NH2:17])=[N:15][CH:16]=2)[CH:8]=[C:7]([N:25]2[CH2:30][C@@H:29]3[CH2:31][C@H:26]2[CH2:27][O:28]3)[N:6]=1)(=O)=O.[CH:32]1([Mg]Br)[CH2:34][CH2:33]1. The catalyst is O1CCCC1. The product is [CH:32]1([C:5]2[N:10]=[C:9]([C:11]3[CH:12]=[C:13]([CH2:18][C:19]4[CH:24]=[CH:23][CH:22]=[CH:21][N:20]=4)[C:14]([NH2:17])=[N:15][CH:16]=3)[CH:8]=[C:7]([N:25]3[CH2:30][C@@H:29]4[CH2:31][C@H:26]3[CH2:27][O:28]4)[N:6]=2)[CH2:34][CH2:33]1. The yield is 0.0780. (5) The reactants are [H-].[Na+].COP([CH2:9][C:10](=[O:19])[CH2:11][C:12]1[CH:17]=[CH:16][CH:15]=[C:14]([Cl:18])[CH:13]=1)(=O)OC.[CH2:20]([O:22][C:23](=[O:39])[CH2:24][O:25][CH2:26][CH2:27][CH2:28][CH2:29][N:30]1[C:35](=[O:36])[CH2:34][CH2:33][CH2:32][C@@H:31]1[CH:37]=O)[CH3:21]. The catalyst is C1COCC1. The product is [CH2:20]([O:22][C:23](=[O:39])[CH2:24][O:25][CH2:26][CH2:27][CH2:28][CH2:29][N:30]1[C:35](=[O:36])[CH2:34][CH2:33][CH2:32][C@@H:31]1/[CH:37]=[CH:9]/[C:10](=[O:19])[CH2:11][C:12]1[CH:17]=[CH:16][CH:15]=[C:14]([Cl:18])[CH:13]=1)[CH3:21]. The yield is 0.340.